From a dataset of TCR-epitope binding with 47,182 pairs between 192 epitopes and 23,139 TCRs. Binary Classification. Given a T-cell receptor sequence (or CDR3 region) and an epitope sequence, predict whether binding occurs between them. (1) The epitope is ATDALMTGY. The TCR CDR3 sequence is CASSSLGQLETQYF. Result: 1 (the TCR binds to the epitope). (2) The epitope is PKYVKQNTLKLAT. The TCR CDR3 sequence is CATSDPTSGREDEQYF. Result: 1 (the TCR binds to the epitope). (3) The epitope is KTWGQYWQV. The TCR CDR3 sequence is CASSYSGTPREQYF. Result: 0 (the TCR does not bind to the epitope).